This data is from Blood-brain barrier penetration binary classification data from Martins et al.. The task is: Regression/Classification. Given a drug SMILES string, predict its absorption, distribution, metabolism, or excretion properties. Task type varies by dataset: regression for continuous measurements (e.g., permeability, clearance, half-life) or binary classification for categorical outcomes (e.g., BBB penetration, CYP inhibition). Dataset: bbb_martins. (1) The drug is CCC1(C2=CCCCC2)C(=O)NC(=O)NC1=O. The result is 1 (penetrates BBB). (2) The molecule is CC(=O)N1CCN(C(=O)Cc2ccc(C(F)(F)F)cc2)[C@@H](CN2CC[C@@H](O)C2)C1. The result is 0 (does not penetrate BBB). (3) The drug is O=C(COc1ccc(Cl)cc1)OCCNC12CC3CC(CC(C3)C1)C2. The result is 1 (penetrates BBB). (4) The compound is CN1CCN(CCN2CCN(CCCN3c4ccccc4Sc4ccc(Cl)cc43)CC2)C1=O. The result is 1 (penetrates BBB). (5) The molecule is O=c1[nH]c2ccccc2n1C1CCN(CCOc2ccccc2)CC1. The result is 1 (penetrates BBB). (6) The molecule is Cc1nn(C)c2c1C(c1ccccc1F)=NCC(=O)N2C. The result is 1 (penetrates BBB).